From a dataset of NCI-60 drug combinations with 297,098 pairs across 59 cell lines. Regression. Given two drug SMILES strings and cell line genomic features, predict the synergy score measuring deviation from expected non-interaction effect. (1) Drug 1: C1C(C(OC1N2C=C(C(=O)NC2=O)F)CO)O. Drug 2: C1=CN(C=N1)CC(O)(P(=O)(O)O)P(=O)(O)O. Cell line: T-47D. Synergy scores: CSS=2.96, Synergy_ZIP=10.8, Synergy_Bliss=6.14, Synergy_Loewe=1.11, Synergy_HSA=-0.0300. (2) Drug 1: CC1OCC2C(O1)C(C(C(O2)OC3C4COC(=O)C4C(C5=CC6=C(C=C35)OCO6)C7=CC(=C(C(=C7)OC)O)OC)O)O. Drug 2: C1CN(CCN1C(=O)CCBr)C(=O)CCBr. Cell line: MOLT-4. Synergy scores: CSS=89.3, Synergy_ZIP=3.24, Synergy_Bliss=2.93, Synergy_Loewe=2.28, Synergy_HSA=6.63. (3) Drug 2: COCCOC1=C(C=C2C(=C1)C(=NC=N2)NC3=CC=CC(=C3)C#C)OCCOC.Cl. Synergy scores: CSS=-1.17, Synergy_ZIP=2.68, Synergy_Bliss=1.34, Synergy_Loewe=-1.16, Synergy_HSA=-2.67. Cell line: U251. Drug 1: C1CN(P(=O)(OC1)NCCCl)CCCl.